From a dataset of Full USPTO retrosynthesis dataset with 1.9M reactions from patents (1976-2016). Predict the reactants needed to synthesize the given product. (1) Given the product [O:25]1[CH2:26][CH2:27][N:22]([C:4]2[C:5]3[S:10][C:9]([CH2:11][N:12]4[CH2:17][CH2:16][NH:15][CH2:14][CH2:13]4)=[CH:8][C:6]=3[N:7]=[C:2]([C:34]3[CH:35]=[C:30]([C:28]#[N:29])[CH:31]=[N:32][CH:33]=3)[N:3]=2)[CH2:23][CH2:24]1, predict the reactants needed to synthesize it. The reactants are: Cl[C:2]1[N:3]=[C:4]([N:22]2[CH2:27][CH2:26][O:25][CH2:24][CH2:23]2)[C:5]2[S:10][C:9]([CH2:11][N:12]3[CH2:17][CH2:16][N:15](S(C)(=O)=O)[CH2:14][CH2:13]3)=[CH:8][C:6]=2[N:7]=1.[C:28]([C:30]1[CH:31]=[N:32][CH:33]=[C:34](B2OC(C)(C)C(C)(C)O2)[CH:35]=1)#[N:29]. (2) Given the product [CH2:23]([NH:1][C:2]1[CH:3]=[C:4]2[C:9](=[CH:10][CH:11]=1)[N:8]=[CH:7][C:6]([C:12]#[N:13])=[C:5]2[NH:14][C:15]1[CH:20]=[CH:19][C:18]([F:21])=[C:17]([Cl:22])[CH:16]=1)[C:24]1[CH:29]=[CH:28][CH:27]=[CH:26][CH:25]=1, predict the reactants needed to synthesize it. The reactants are: [NH2:1][C:2]1[CH:3]=[C:4]2[C:9](=[CH:10][CH:11]=1)[N:8]=[CH:7][C:6]([C:12]#[N:13])=[C:5]2[NH:14][C:15]1[CH:20]=[CH:19][C:18]([F:21])=[C:17]([Cl:22])[CH:16]=1.[CH:23](=O)[C:24]1[CH:29]=[CH:28][CH:27]=[CH:26][CH:25]=1.[BH3-]C#N.[Na+]. (3) Given the product [C:1]([C:4]1[C:13](=[O:14])[C:12]2[C:7](=[C:8]([Br:15])[CH:9]=[CH:10][CH:11]=2)[N:6]([CH3:16])[CH:5]=1)(=[O:3])[CH3:2], predict the reactants needed to synthesize it. The reactants are: [C:1]([C:4]1[C:13](=[O:14])[C:12]2[C:7](=[C:8]([Br:15])[CH:9]=[CH:10][CH:11]=2)[NH:6][CH:5]=1)(=[O:3])[CH3:2].[C:16]([O-])([O-])=O.[K+].[K+].IC.